Dataset: NCI-60 drug combinations with 297,098 pairs across 59 cell lines. Task: Regression. Given two drug SMILES strings and cell line genomic features, predict the synergy score measuring deviation from expected non-interaction effect. Drug 1: CC1C(C(=O)NC(C(=O)N2CCCC2C(=O)N(CC(=O)N(C(C(=O)O1)C(C)C)C)C)C(C)C)NC(=O)C3=C4C(=C(C=C3)C)OC5=C(C(=O)C(=C(C5=N4)C(=O)NC6C(OC(=O)C(N(C(=O)CN(C(=O)C7CCCN7C(=O)C(NC6=O)C(C)C)C)C)C(C)C)C)N)C. Drug 2: C(CCl)NC(=O)N(CCCl)N=O. Cell line: PC-3. Synergy scores: CSS=24.9, Synergy_ZIP=-4.77, Synergy_Bliss=-5.07, Synergy_Loewe=-20.0, Synergy_HSA=-2.99.